This data is from Full USPTO retrosynthesis dataset with 1.9M reactions from patents (1976-2016). The task is: Predict the reactants needed to synthesize the given product. (1) The reactants are: [H-].[Na+].[CH3:3][CH:4]([CH3:8])[CH:5]([OH:7])[CH3:6].Cl[C:10]1[C:15]([Cl:16])=[C:14](Cl)[N:13]=[CH:12][N:11]=1.[CH2:18]([OH:22])[C:19]#[C:20][CH3:21].[Cl-].[NH4+]. Given the product [CH2:18]([O:22][C:10]1[C:15]([Cl:16])=[C:14]([O:7][CH:5]([CH3:6])[CH:4]([CH3:8])[CH3:3])[N:13]=[CH:12][N:11]=1)[C:19]#[C:20][CH3:21], predict the reactants needed to synthesize it. (2) The reactants are: CO[C:3]([C:5]1[CH:14]=[CH:13][C:12]2[CH2:11][CH2:10][CH:9]([NH2:15])[CH2:8][C:7]=2[CH:6]=1)=[O:4].[F:16][C:17]([F:29])([F:28])[C:18]1[CH:19]=[C:20]([S:24](Cl)(=[O:26])=[O:25])[CH:21]=[CH:22][CH:23]=1.[OH:30][NH2:31].[OH-].[K+]. Given the product [OH:30][NH:31][C:3]([C:5]1[CH:14]=[CH:13][C:12]2[CH2:11][CH2:10][CH:9]([NH:15][S:24]([C:20]3[CH:21]=[CH:22][CH:23]=[C:18]([C:17]([F:29])([F:28])[F:16])[CH:19]=3)(=[O:26])=[O:25])[CH2:8][C:7]=2[CH:6]=1)=[O:4], predict the reactants needed to synthesize it. (3) Given the product [NH2:1][C:2]1[N:6]([C:7]([O:9][C:10]([CH3:13])([CH3:12])[CH3:11])=[O:8])[N:5]=[C:4]([C:14]2[CH:19]=[CH:18][CH:17]=[C:16]([OH:30])[CH:15]=2)[C:3]=1[C:21]#[N:22], predict the reactants needed to synthesize it. The reactants are: [NH2:1][C:2]1[N:6]([C:7]([O:9][C:10]([CH3:13])([CH3:12])[CH3:11])=[O:8])[N:5]=[C:4]([C:14]2[CH:19]=[CH:18][C:17](O)=[CH:16][CH:15]=2)[C:3]=1[C:21]#[N:22].C([O:30]C1C=C(C=CC=1)C(O)=O)C1C=CC=CC=1. (4) Given the product [CH3:1][O:2][C:3](=[O:18])[CH:4]([C:10]1[CH:11]=[CH:12][C:13]([O:16][CH3:17])=[CH:14][CH:15]=1)[CH2:5][C:6]([O:8][CH3:9])=[O:7], predict the reactants needed to synthesize it. The reactants are: [CH3:1][O:2][C:3](=[O:18])/[C:4](/[C:10]1[CH:15]=[CH:14][C:13]([O:16][CH3:17])=[CH:12][CH:11]=1)=[CH:5]/[C:6]([O:8][CH3:9])=[O:7]. (5) Given the product [O:42]1[CH2:43][CH2:44][N:39]([CH2:27][C:10]2[CH:9]=[C:8]([N:7]([CH2:6][O:5][CH2:4][CH2:3][Si:2]([CH3:1])([CH3:37])[CH3:38])[CH2:29][O:30][CH2:31][CH2:32][Si:33]([CH3:35])([CH3:34])[CH3:36])[N:13]3[N:14]=[CH:15][C:16]([C:17]4[CH:18]=[N:19][C:20]5[C:25]([CH:26]=4)=[CH:24][CH:23]=[CH:22][CH:21]=5)=[C:12]3[N:11]=2)[CH2:40][CH2:41]1, predict the reactants needed to synthesize it. The reactants are: [CH3:1][Si:2]([CH3:38])([CH3:37])[CH2:3][CH2:4][O:5][CH2:6][N:7]([CH2:29][O:30][CH2:31][CH2:32][Si:33]([CH3:36])([CH3:35])[CH3:34])[C:8]1[N:13]2[N:14]=[CH:15][C:16]([C:17]3[CH:18]=[N:19][C:20]4[C:25]([CH:26]=3)=[CH:24][CH:23]=[CH:22][CH:21]=4)=[C:12]2[N:11]=[C:10]([CH:27]=O)[CH:9]=1.[NH:39]1[CH2:44][CH2:43][O:42][CH2:41][CH2:40]1.CC(O)=O.[BH3-]C#N.[Na+]. (6) Given the product [NH2:19][C:4]1[C:5](=[O:18])[NH:6][C:7](=[S:17])[N:8]([C:9]2[CH:10]=[C:11]([CH:14]=[CH:15][CH:16]=2)[C:12]#[N:13])[C:3]=1[NH2:2], predict the reactants needed to synthesize it. The reactants are: N.[NH2:2][C:3]1[N:8]([C:9]2[CH:10]=[C:11]([CH:14]=[CH:15][CH:16]=2)[C:12]#[N:13])[C:7](=[S:17])[NH:6][C:5](=[O:18])[C:4]=1[N:19]=O.S(S([O-])=O)([O-])=O.[Na+].[Na+].S(=O)(=O)(O)O.